Task: Predict the product of the given reaction.. Dataset: Forward reaction prediction with 1.9M reactions from USPTO patents (1976-2016) Given the reactants [N:1]1[CH:6]=[CH:5][N:4]=[CH:3][C:2]=1[C:7]1[CH:8]=[C:9]([CH:12]=[CH:13][CH:14]=1)[CH:10]=[O:11].[BH4-].[Na+], predict the reaction product. The product is: [N:1]1[CH:6]=[CH:5][N:4]=[CH:3][C:2]=1[C:7]1[CH:8]=[C:9]([CH2:10][OH:11])[CH:12]=[CH:13][CH:14]=1.